From a dataset of Full USPTO retrosynthesis dataset with 1.9M reactions from patents (1976-2016). Predict the reactants needed to synthesize the given product. Given the product [CH3:1][O:2][CH2:3][C@@H:4]([O:6][C:7]1[CH:8]=[C:9]([C:24]2[NH:28][N:27]=[C:26]([O:29][CH2:30][C:31]([OH:33])=[O:32])[CH:25]=2)[CH:10]=[C:11]([O:13][C:14]2[CH:15]=[CH:16][C:17]([S:20]([CH3:23])(=[O:21])=[O:22])=[CH:18][CH:19]=2)[CH:12]=1)[CH3:5], predict the reactants needed to synthesize it. The reactants are: [CH3:1][O:2][CH2:3][C@@H:4]([O:6][C:7]1[CH:8]=[C:9]([C:24]2[NH:28][N:27]=[C:26]([O:29][CH2:30][C:31]([O:33]C)=[O:32])[CH:25]=2)[CH:10]=[C:11]([O:13][C:14]2[CH:19]=[CH:18][C:17]([S:20]([CH3:23])(=[O:22])=[O:21])=[CH:16][CH:15]=2)[CH:12]=1)[CH3:5].[OH-].[Na+].C1COCC1.Cl.